From a dataset of NCI-60 drug combinations with 297,098 pairs across 59 cell lines. Regression. Given two drug SMILES strings and cell line genomic features, predict the synergy score measuring deviation from expected non-interaction effect. (1) Drug 1: C1CCN(CC1)CCOC2=CC=C(C=C2)C(=O)C3=C(SC4=C3C=CC(=C4)O)C5=CC=C(C=C5)O. Drug 2: CCC1(C2=C(COC1=O)C(=O)N3CC4=CC5=C(C=CC(=C5CN(C)C)O)N=C4C3=C2)O.Cl. Cell line: SN12C. Synergy scores: CSS=38.5, Synergy_ZIP=-7.36, Synergy_Bliss=-2.16, Synergy_Loewe=-3.30, Synergy_HSA=-0.711. (2) Drug 1: C1=CN(C=N1)CC(O)(P(=O)(O)O)P(=O)(O)O. Drug 2: C1CN(CCN1C(=O)CCBr)C(=O)CCBr. Cell line: HT29. Synergy scores: CSS=13.3, Synergy_ZIP=-5.33, Synergy_Bliss=-0.909, Synergy_Loewe=2.72, Synergy_HSA=-0.372. (3) Drug 1: C1=CC(=C2C(=C1NCCNCCO)C(=O)C3=C(C=CC(=C3C2=O)O)O)NCCNCCO. Drug 2: C1=C(C(=O)NC(=O)N1)N(CCCl)CCCl. Cell line: UO-31. Synergy scores: CSS=29.5, Synergy_ZIP=-11.2, Synergy_Bliss=-4.70, Synergy_Loewe=-0.829, Synergy_HSA=0.276. (4) Drug 1: CN1C2=C(C=C(C=C2)N(CCCl)CCCl)N=C1CCCC(=O)O.Cl. Drug 2: C(CCl)NC(=O)N(CCCl)N=O. Cell line: HCT-15. Synergy scores: CSS=13.8, Synergy_ZIP=16.6, Synergy_Bliss=35.9, Synergy_Loewe=-3.41, Synergy_HSA=-1.98. (5) Drug 1: C1=CC=C(C(=C1)C(C2=CC=C(C=C2)Cl)C(Cl)Cl)Cl. Drug 2: COC1=NC(=NC2=C1N=CN2C3C(C(C(O3)CO)O)O)N. Cell line: SF-295. Synergy scores: CSS=-0.699, Synergy_ZIP=5.08, Synergy_Bliss=0.409, Synergy_Loewe=-3.38, Synergy_HSA=-1.53.